From a dataset of Reaction yield outcomes from USPTO patents with 853,638 reactions. Predict the reaction yield, written as a fraction of the theoretical maximum amount of product (1.0 means a 100% yield; for example, 0.34 means a 34% yield). The reactants are [NH2:1][C:2]1[CH:3]=[C:4]([C:37]([O:39][CH3:40])=[O:38])[C:5]([F:36])=[C:6]([C@:8]2([CH3:35])[C@H:14]3[C@:12]([C:15]([O:17][CH3:18])=[O:16])([CH2:13]3)[S:11][C:10]([N:19]([C:28]([O:30][C:31]([CH3:34])([CH3:33])[CH3:32])=[O:29])[CH2:20][O:21][CH2:22][CH2:23][Si:24]([CH3:27])([CH3:26])[CH3:25])=[N:9]2)[CH:7]=1.CN(C(ON1N=N[C:51]2[CH:52]=[CH:53][CH:54]=[N:55][C:50]1=2)=[N+](C)C)C.F[P-](F)(F)(F)(F)F.C(N(C(C)C)CC)(C)C.CCO[C:77](C)=[O:78].C(Cl)[Cl:81]. The catalyst is CN(C=O)C. The product is [C:31]([O:30][C:28]([N:19]([CH2:20][O:21][CH2:22][CH2:23][Si:24]([CH3:27])([CH3:26])[CH3:25])[C:10]1[S:11][C@:12]2([C:15]([O:17][CH3:18])=[O:16])[C@H:14]([C@:8]([C:6]3[CH:7]=[C:2]([NH:1][C:77](=[O:78])[C:50]4[CH:51]=[CH:52][C:53]([Cl:81])=[CH:54][N:55]=4)[CH:3]=[C:4]([C:37]([O:39][CH3:40])=[O:38])[C:5]=3[F:36])([CH3:35])[N:9]=1)[CH2:13]2)=[O:29])([CH3:34])([CH3:32])[CH3:33]. The yield is 0.649.